This data is from Forward reaction prediction with 1.9M reactions from USPTO patents (1976-2016). The task is: Predict the product of the given reaction. The product is: [ClH:1].[Cl:1][C:2]1[C:3]([CH2:23][NH:28][CH3:27])=[C:4]([CH3:22])[N:5]([S:13]([C:16]2[CH:21]=[CH:20][CH:19]=[CH:18][CH:17]=2)(=[O:15])=[O:14])[C:6]=1[C:7]1[CH:12]=[CH:11][CH:10]=[CH:9][CH:8]=1. Given the reactants [Cl:1][C:2]1[C:3]([CH:23]=O)=[C:4]([CH3:22])[N:5]([S:13]([C:16]2[CH:21]=[CH:20][CH:19]=[CH:18][CH:17]=2)(=[O:15])=[O:14])[C:6]=1[C:7]1[CH:12]=[CH:11][CH:10]=[CH:9][CH:8]=1.CO.[CH3:27][NH2:28].[BH4-].[Na+], predict the reaction product.